Task: Predict the product of the given reaction.. Dataset: Forward reaction prediction with 1.9M reactions from USPTO patents (1976-2016) (1) Given the reactants F[P-](F)(F)(F)(F)F.CN(C(ON1C2=NC=CC=C2N=N1)=[N+](C)C)C.C(N(CC)C(C)C)(C)C.[C:34]([O:38][C:39]([NH:41][CH2:42][C@H:43]1[CH2:48][CH2:47][C@H:46]([C:49]([NH:51][C@H:52]([C:70](=[O:83])[NH:71][C:72]2[CH:77]=[CH:76][C:75]([C:78]3[N:79]=[N:80][NH:81][N:82]=3)=[CH:74][CH:73]=2)[CH2:53][C:54]2[CH:59]=[CH:58][C:57]([C:60]3[C:65]([CH3:66])=[CH:64][CH:63]=[C:62]([C:67](O)=[O:68])[CH:61]=3)=[CH:56][CH:55]=2)=[O:50])[CH2:45][CH2:44]1)=[O:40])([CH3:37])([CH3:36])[CH3:35].[NH2:84][CH:85]1[CH2:90][CH2:89][N:88]([C:91]([O:93][C:94]([CH3:97])([CH3:96])[CH3:95])=[O:92])[CH2:87][CH2:86]1, predict the reaction product. The product is: [C:34]([O:38][C:39]([NH:41][CH2:42][C@H:43]1[CH2:48][CH2:47][C@H:46]([C:49]([NH:51][C@H:52]([C:70](=[O:83])[NH:71][C:72]2[CH:73]=[CH:74][C:75]([C:78]3[N:79]=[N:80][NH:81][N:82]=3)=[CH:76][CH:77]=2)[CH2:53][C:54]2[CH:59]=[CH:58][C:57]([C:60]3[C:65]([CH3:66])=[CH:64][CH:63]=[C:62]([C:67]([NH:84][CH:85]4[CH2:86][CH2:87][N:88]([C:91]([O:93][C:94]([CH3:97])([CH3:96])[CH3:95])=[O:92])[CH2:89][CH2:90]4)=[O:68])[CH:61]=3)=[CH:56][CH:55]=2)=[O:50])[CH2:45][CH2:44]1)=[O:40])([CH3:37])([CH3:35])[CH3:36]. (2) Given the reactants O[C:2]1([C:15]2[S:19][C:18]3[CH:20]=[CH:21][CH:22]=[CH:23][C:17]=3[C:16]=2[CH:24](O)[CH3:25])[CH2:7][CH2:6][N:5](C(OC(C)(C)C)=O)[CH2:4][CH2:3]1.FC(F)(F)C(O)=O.C([SiH](CC)CC)C, predict the reaction product. The product is: [CH2:24]([C:16]1[C:17]2[CH:23]=[CH:22][CH:21]=[CH:20][C:18]=2[S:19][C:15]=1[C:2]1[CH2:7][CH2:6][NH:5][CH2:4][CH:3]=1)[CH3:25].